This data is from Reaction yield outcomes from USPTO patents with 853,638 reactions. The task is: Predict the reaction yield, written as a fraction of the theoretical maximum amount of product (1.0 means a 100% yield; for example, 0.34 means a 34% yield). (1) The reactants are FC(F)(F)S(O[C:7]1[C:12]([CH3:13])=[CH:11][C:10]([C:14]([NH:16][CH2:17][C:18]2[CH:23]=[CH:22][CH:21]=[C:20]([O:24][Si:25]([C:28]([CH3:31])([CH3:30])[CH3:29])([CH3:27])[CH3:26])[CH:19]=2)=[O:15])=[CH:9][C:8]=1[CH3:32])(=O)=O.C(N(CC)CC)C.[C]=O.[C:44]([O:47]CC)(=[O:46])C. The catalyst is C(#N)C.O.C([O-])(=O)C.[Pd+2].C([O-])(=O)C.C1(P(C2C=CC=CC=2)CCCP(C2C=CC=CC=2)C2C=CC=CC=2)C=CC=CC=1. The product is [CH3:13][C:12]1[CH:11]=[C:10]([C:14]([NH:16][CH2:17][C:18]2[CH:23]=[CH:22][CH:21]=[C:20]([O:24][Si:25]([C:28]([CH3:31])([CH3:29])[CH3:30])([CH3:26])[CH3:27])[CH:19]=2)=[O:15])[CH:9]=[C:8]([CH3:32])[C:7]=1[C:44]([OH:47])=[O:46]. The yield is 0.710. (2) The reactants are [CH2:1]([O:3][C:4]1[C:8]([CH2:9][CH2:10][CH2:11][OH:12])=[CH:7][N:6]([C:13]2[CH:18]=[CH:17][CH:16]=[CH:15][N:14]=2)[N:5]=1)[CH3:2].O[C:20]1[CH:21]=[C:22]([CH:32]=[CH:33][CH:34]=1)[O:23][C:24]([CH3:31])([CH3:30])[C:25]([O:27]CC)=[O:26].C(P(CCCC)CCCC)CCC.N(C(N1CCCCC1)=O)=NC(N1CCCCC1)=O. The catalyst is O1CCCC1. The product is [CH2:1]([O:3][C:4]1[C:8]([CH2:9][CH2:10][CH2:11][O:12][C:20]2[CH:21]=[C:22]([CH:32]=[CH:33][CH:34]=2)[O:23][C:24]([CH3:31])([CH3:30])[C:25]([OH:27])=[O:26])=[CH:7][N:6]([C:13]2[CH:18]=[CH:17][CH:16]=[CH:15][N:14]=2)[N:5]=1)[CH3:2]. The yield is 0.400.